Binary Classification. Given a drug SMILES string, predict its activity (active/inactive) in a high-throughput screening assay against a specified biological target. From a dataset of M1 muscarinic receptor agonist screen with 61,833 compounds. (1) The compound is S(=O)(=O)(Nc1c2c([nH]c1C(O)=O)cccc2)Cc1ccccc1. The result is 0 (inactive). (2) The molecule is O(c1cc(CNCCNC(=O)c2nonc2N)ccc1OC)C. The result is 0 (inactive). (3) The result is 0 (inactive). The drug is s1c(N2CCN(CC2)CCN2C(=O)c3c(C2=O)cccc3)nc(c1)c1ccccc1.